Dataset: Full USPTO retrosynthesis dataset with 1.9M reactions from patents (1976-2016). Task: Predict the reactants needed to synthesize the given product. (1) The reactants are: ClC1C=CC=C(C(OO)=[O:9])C=1.[CH3:12][S:13][C:14]1[CH:15]=[CH:16][C:17]2[N:18]([N:20]=[C:21]([C:34]3[CH:39]=[CH:38][CH:37]=[CH:36][CH:35]=3)[C:22]=2[CH2:23][C:24]2[N:29]=[C:28]([C:30]([O:32][CH3:33])=[O:31])[CH:27]=[CH:26][CH:25]=2)[CH:19]=1.C(=O)(O)[O-].[Na+]. Given the product [CH3:12][S:13]([C:14]1[CH:15]=[CH:16][C:17]2[N:18]([N:20]=[C:21]([C:34]3[CH:39]=[CH:38][CH:37]=[CH:36][CH:35]=3)[C:22]=2[CH2:23][C:24]2[N:29]=[C:28]([C:30]([O:32][CH3:33])=[O:31])[CH:27]=[CH:26][CH:25]=2)[CH:19]=1)=[O:9], predict the reactants needed to synthesize it. (2) Given the product [Br:30][C:31]1[CH:36]=[CH:35][C:34]([CH2:37][CH:15]2[CH2:16][CH2:17][CH2:18][N:13]([C@H:10]3[CH2:9][CH2:8][C@H:7]([O:6][Si:5]([C:1]([CH3:4])([CH3:3])[CH3:2])([CH3:21])[CH3:20])[CH2:12][CH2:11]3)[C:14]2=[O:19])=[C:33]([Cl:39])[CH:32]=1, predict the reactants needed to synthesize it. The reactants are: [C:1]([Si:5]([CH3:21])([CH3:20])[O:6][C@H:7]1[CH2:12][CH2:11][C@H:10]([N:13]2[CH2:18][CH2:17][CH2:16][CH2:15][C:14]2=[O:19])[CH2:9][CH2:8]1)([CH3:4])([CH3:3])[CH3:2].[Li+].CC([N-]C(C)C)C.[Br:30][C:31]1[CH:36]=[CH:35][C:34]([CH2:37]Br)=[C:33]([Cl:39])[CH:32]=1. (3) Given the product [NH2:13][C:4]1[C:5]([CH3:12])=[C:6]([CH:11]=[C:2]([Br:1])[CH:3]=1)[C:7]([O:9][CH3:10])=[O:8], predict the reactants needed to synthesize it. The reactants are: [Br:1][C:2]1[CH:3]=[C:4]([N+:13]([O-])=O)[C:5]([CH3:12])=[C:6]([CH:11]=1)[C:7]([O:9][CH3:10])=[O:8].[Cl-].[NH4+].O. (4) Given the product [O:55]1[CH2:54][CH2:53][N:52]([CH2:51][CH2:50][CH2:49][CH2:48][NH:47][C:28](=[O:29])[O:20][C:17]2[CH:18]=[CH:19][C:14]3[C:13]4[C:12]([O:21][CH3:22])=[C:11]([O:23][CH3:24])[C:10]([O:25][CH3:26])=[CH:9][C:8]=4[CH2:7][CH2:6][C@H:5]([NH:4][C:2](=[O:3])[CH3:1])[C:15]=3[CH:16]=2)[CH2:57][CH2:56]1, predict the reactants needed to synthesize it. The reactants are: [CH3:1][C:2]([NH:4][CH:5]1[C:15]2[CH:16]=[C:17]([OH:20])[CH:18]=[CH:19][C:14]=2[C:13]2[C:8](=[CH:9][C:10]([O:25][CH3:26])=[C:11]([O:23][CH3:24])[C:12]=2[O:21][CH3:22])[CH2:7][CH2:6]1)=[O:3].Cl[C:28](OC1C=CC([N+]([O-])=O)=CC=1)=[O:29].C(N(CC)CC)C.[NH2:47][CH2:48][CH2:49][CH2:50][CH2:51][N:52]1[CH2:57][CH2:56][O:55][CH2:54][CH2:53]1. (5) Given the product [CH3:29][C@@H:15]1[NH:16][CH2:17][CH2:18][C@@:13]2([N:9]([C:5]3[CH:4]=[C:3]([CH:8]=[CH:7][CH:6]=3)[C:1]#[N:2])[C:10](=[O:31])[NH:11][C:12]2=[O:30])[CH2:14]1, predict the reactants needed to synthesize it. The reactants are: [C:1]([C:3]1[CH:4]=[C:5]([N:9]2[C@@:13]3([CH2:18][CH2:17][N:16](C(OCC4C=CC=CC=4)=O)[C@@H:15]([CH3:29])[CH2:14]3)[C:12](=[O:30])[NH:11][C:10]2=[O:31])[CH:6]=[CH:7][CH:8]=1)#[N:2].[H][H].